Task: Predict the reactants needed to synthesize the given product.. Dataset: Full USPTO retrosynthesis dataset with 1.9M reactions from patents (1976-2016) (1) Given the product [CH3:20][C:21]1[CH:22]=[C:23]([CH3:24])[N:1]([C:3]2[N:11]=[C:10]3[C:6]([N:7]=[CH:8][N:9]3[CH3:12])=[C:5]([NH:13][C:14]3[CH:19]=[CH:18][N:17]=[CH:16][CH:15]=3)[N:4]=2)[N:2]=1, predict the reactants needed to synthesize it. The reactants are: [NH:1]([C:3]1[N:11]=[C:10]2[C:6]([N:7]=[CH:8][N:9]2[CH3:12])=[C:5]([NH:13][C:14]2[CH:19]=[CH:18][N:17]=[CH:16][CH:15]=2)[N:4]=1)[NH2:2].[CH3:20][C:21](=O)[CH2:22][C:23](=O)[CH3:24]. (2) The reactants are: [CH:1]([O:4][C:5]1[CH:6]=[CH:7][N:8]=[C:9]2[C:14]=1[N:13]=[C:12]([CH3:15])[CH:11]=[CH:10]2)([CH3:3])[CH3:2].[O:16]1CCOCC1. Given the product [CH:1]([O:4][C:5]1[CH:6]=[CH:7][N:8]=[C:9]2[C:14]=1[N:13]=[C:12]([CH:15]=[O:16])[CH:11]=[CH:10]2)([CH3:3])[CH3:2], predict the reactants needed to synthesize it. (3) Given the product [NH:40]1[C:41]2[C:37](=[C:36]([C:2]3[N:3]=[C:4]([N:13]4[CH2:18][CH2:17][O:16][CH2:15][CH2:14]4)[C:5]4[S:10][C:9]([CH2:11][NH:12][C:25](=[O:26])[C:20]5[CH:21]=[CH:22][CH:23]=[CH:24][N:19]=5)=[CH:8][C:6]=4[N:7]=3)[CH:44]=[CH:43][CH:42]=2)[CH:38]=[N:39]1, predict the reactants needed to synthesize it. The reactants are: Cl[C:2]1[N:3]=[C:4]([N:13]2[CH2:18][CH2:17][O:16][CH2:15][CH2:14]2)[C:5]2[S:10][C:9]([CH2:11][NH2:12])=[CH:8][C:6]=2[N:7]=1.[N:19]1[CH:24]=[CH:23][CH:22]=[CH:21][C:20]=1[C:25](Cl)=[O:26].CC1(C)C(C)(C)OB([C:36]2[CH:44]=[CH:43][CH:42]=[C:41]3[C:37]=2[CH:38]=[N:39][NH:40]3)O1. (4) Given the product [CH2:16]([N:13]1[CH2:12][CH2:11][C:10]([C:7]2[CH:8]=[CH:9][C:4]([CH:3]=[O:2])=[C:5]([O:24][CH3:25])[CH:6]=2)([OH:23])[CH2:15][CH2:14]1)[C:17]1[CH:18]=[CH:19][CH:20]=[CH:21][CH:22]=1, predict the reactants needed to synthesize it. The reactants are: C[O:2][CH:3](OC)[C:4]1[CH:9]=[CH:8][C:7]([C:10]2([OH:23])[CH2:15][CH2:14][N:13]([CH2:16][C:17]3[CH:22]=[CH:21][CH:20]=[CH:19][CH:18]=3)[CH2:12][CH2:11]2)=[CH:6][C:5]=1[O:24][CH3:25].C1(C)C=CC=CC=1.O.C1(C)C=CC(S(O)(=O)=O)=CC=1.O.